From a dataset of Forward reaction prediction with 1.9M reactions from USPTO patents (1976-2016). Predict the product of the given reaction. (1) Given the reactants [Br:1][C:2]1[C:3]([CH2:16][OH:17])=[C:4]2[C:9](=[C:10]([CH3:12])[CH:11]=1)[NH:8][C:7]([CH3:14])([CH3:13])[CH2:6][CH:5]2[CH3:15].[F:18][CH2:19][CH2:20][O:21][C:22]1[CH:23]=[C:24]([CH:27]=[CH:28][CH:29]=1)[CH2:25]Br.[H-].[Na+], predict the reaction product. The product is: [Br:1][C:2]1[C:3]([CH2:16][O:17][CH2:25][C:24]2[CH:27]=[CH:28][CH:29]=[C:22]([O:21][CH2:20][CH2:19][F:18])[CH:23]=2)=[C:4]2[C:9](=[C:10]([CH3:12])[CH:11]=1)[NH:8][C:7]([CH3:13])([CH3:14])[CH2:6][CH:5]2[CH3:15]. (2) Given the reactants [N:1]1[CH:6]=[CH:5][CH:4]=[C:3]([C:7]2[CH2:8][C:9]([C:12]([OH:14])=O)=[N:10][N:11]=2)[CH:2]=1.[NH2:15][C@@H:16]([CH3:32])[CH2:17][N:18]1[CH:22]=[CH:21][C:20]([C:23]2[CH:30]=[CH:29][C:26]([C:27]#[N:28])=[C:25]([Cl:31])[CH:24]=2)=[N:19]1, predict the reaction product. The product is: [Cl:31][C:25]1[CH:24]=[C:23]([C:20]2[CH:21]=[CH:22][N:18]([CH2:17][C@@H:16]([NH:15][C:12]([C:9]3[NH:10][N:11]=[C:7]([C:3]4[CH:2]=[N:1][CH:6]=[CH:5][CH:4]=4)[CH:8]=3)=[O:14])[CH3:32])[N:19]=2)[CH:30]=[CH:29][C:26]=1[C:27]#[N:28]. (3) The product is: [Si:1]([O:8][CH2:9][C:10]1([CH3:18])[S:16][CH2:15][CH2:14][N:13]=[C:12]([S:17][CH3:21])[CH2:11]1)([C:4]([CH3:7])([CH3:5])[CH3:6])([CH3:3])[CH3:2]. Given the reactants [Si:1]([O:8][CH2:9][C:10]1([CH3:18])[S:16][CH2:15][CH2:14][NH:13][C:12](=[S:17])[CH2:11]1)([C:4]([CH3:7])([CH3:6])[CH3:5])([CH3:3])[CH3:2].[OH-].[K+].[CH3:21]I, predict the reaction product.